Dataset: Reaction yield outcomes from USPTO patents with 853,638 reactions. Task: Predict the reaction yield, written as a fraction of the theoretical maximum amount of product (1.0 means a 100% yield; for example, 0.34 means a 34% yield). (1) The yield is 0.900. The catalyst is O1CCOCC1.O.C1C=CC([P]([Pd]([P](C2C=CC=CC=2)(C2C=CC=CC=2)C2C=CC=CC=2)([P](C2C=CC=CC=2)(C2C=CC=CC=2)C2C=CC=CC=2)[P](C2C=CC=CC=2)(C2C=CC=CC=2)C2C=CC=CC=2)(C2C=CC=CC=2)C2C=CC=CC=2)=CC=1. The product is [Cl:19][C:20]1[CH:21]=[C:22]([C:2]2[CH:3]=[CH:4][C:5]3[N:6]([C:8]([C:11]4[CH:18]=[CH:17][C:14]([C:15]#[N:16])=[CH:13][CH:12]=4)=[CH:9][N:10]=3)[CH:7]=2)[CH:23]=[CH:24][C:25]=1[C:26]([O:28][CH2:29][CH3:30])=[O:27]. The reactants are Br[C:2]1[CH:3]=[CH:4][C:5]2[N:6]([C:8]([C:11]3[CH:18]=[CH:17][C:14]([C:15]#[N:16])=[CH:13][CH:12]=3)=[CH:9][N:10]=2)[CH:7]=1.[Cl:19][C:20]1[CH:21]=[C:22](B(O)O)[CH:23]=[CH:24][C:25]=1[C:26]([O:28][CH2:29][CH3:30])=[O:27].[O-]P([O-])([O-])=O.[K+].[K+].[K+]. (2) The reactants are [Br:1][C:2]1[O:6][C:5]([C:7]2[CH:12]=[C:11](Cl)[N:10]=[C:9](Cl)[N:8]=2)=[CH:4][CH:3]=1.[NH:15]1[CH2:20][CH2:19][O:18][CH2:17][CH2:16]1.[CH:21]([N:24](CC)[CH:25]([CH3:27])C)(C)[CH3:22].CC(N(C)C)=[O:32]. The catalyst is CCOC(C)=O. The product is [Br:1][C:2]1[O:6][C:5]([C:7]2[CH:12]=[C:11]([N:15]3[CH2:20][CH2:19][O:18][CH2:17][CH2:16]3)[N:10]=[C:9]([N:24]3[CH2:25][CH2:27][O:32][CH2:22][CH2:21]3)[N:8]=2)=[CH:4][CH:3]=1. The yield is 0.370. (3) The reactants are Br[C:2]1[C:7]2[O:8][C:9]3([C:15]4[C:20]([C:6]=2[CH:5]=[CH:4][CH:3]=1)=[CH:19][N:18]=[C:17]([NH2:21])[N:16]=4)[CH2:14][CH2:13][CH2:12][CH2:11][CH2:10]3.[CH3:22][N:23](CCN(C)C)C.CC1(C)C2C(=C(P(C3C=CC=CC=3)C3C=CC=CC=3)C=CC=2)OC2C(P(C3C=CC=CC=3)C3C=CC=CC=3)=CC=CC1=2. The catalyst is CN(C=O)C.O.[C-]#N.[C-]#N.[Zn+2].C1C=CC(/C=C/C(/C=C/C2C=CC=CC=2)=O)=CC=1.C1C=CC(/C=C/C(/C=C/C2C=CC=CC=2)=O)=CC=1.C1C=CC(/C=C/C(/C=C/C2C=CC=CC=2)=O)=CC=1.[Pd].[Pd]. The product is [NH2:21][C:17]1[N:16]=[C:15]2[C:9]3([O:8][C:7]4[C:6]([C:20]2=[CH:19][N:18]=1)=[CH:5][CH:4]=[CH:3][C:2]=4[C:22]#[N:23])[CH2:14][CH2:13][CH2:12][CH2:11][CH2:10]3. The yield is 0.680.